This data is from Forward reaction prediction with 1.9M reactions from USPTO patents (1976-2016). The task is: Predict the product of the given reaction. Given the reactants [F:1][C:2]1([F:34])[O:6][C:5]2[CH:7]=[CH:8][C:9]([CH2:11][NH:12][CH:13]3[CH2:18][CH2:17][N:16]([CH2:19][CH2:20][N:21]4[C:30]5[C:25](=[CH:26][CH:27]=[C:28]([O:31][CH3:32])[CH:29]=5)[N:24]=[CH:23][C:22]4=[O:33])[CH2:15][CH2:14]3)=[CH:10][C:4]=2[O:3]1.[ClH:35].C(OCC)(=O)C, predict the reaction product. The product is: [ClH:35].[F:34][C:2]1([F:1])[O:6][C:5]2[CH:7]=[CH:8][C:9]([CH2:11][NH:12][CH:13]3[CH2:18][CH2:17][N:16]([CH2:19][CH2:20][N:21]4[C:30]5[C:25](=[CH:26][CH:27]=[C:28]([O:31][CH3:32])[CH:29]=5)[N:24]=[CH:23][C:22]4=[O:33])[CH2:15][CH2:14]3)=[CH:10][C:4]=2[O:3]1.